From a dataset of Full USPTO retrosynthesis dataset with 1.9M reactions from patents (1976-2016). Predict the reactants needed to synthesize the given product. (1) Given the product [CH3:11][N:3]1[C:4]2[N:9]=[CH:8][CH:7]=[CH:6][C:5]=2[N:10]=[C:2]1[N:22]1[CH2:21][CH2:20][N:19]([C:12]([O:14][C:15]([CH3:18])([CH3:17])[CH3:16])=[O:13])[CH2:24][CH2:23]1, predict the reactants needed to synthesize it. The reactants are: Cl[C:2]1[N:3]([CH3:11])[C:4]2[N:9]=[CH:8][CH:7]=[CH:6][C:5]=2[N:10]=1.[C:12]([N:19]1[CH2:24][CH2:23][NH:22][CH2:21][CH2:20]1)([O:14][C:15]([CH3:18])([CH3:17])[CH3:16])=[O:13].C(N(C(C)C)C(C)C)C.O. (2) The reactants are: [CH2:1]([C:5]12[CH2:17][CH2:16][C:15](=O)[C:14]([CH3:19])=[C:13]1[C:12]1[C:7](=[CH:8][C:9]([OH:20])=[CH:10][CH:11]=1)[CH2:6]2)[CH2:2][CH2:3][CH3:4].Cl.[OH:22][NH2:23]. Given the product [CH2:1]([C:5]12[CH2:17][CH2:16]/[C:15](=[N:23]\[OH:22])/[C:14]([CH3:19])=[C:13]1[C:12]1[C:7](=[CH:8][C:9]([OH:20])=[CH:10][CH:11]=1)[CH2:6]2)[CH2:2][CH2:3][CH3:4], predict the reactants needed to synthesize it. (3) The reactants are: [OH:1][C:2]1[CH:7]=[C:6]([O:8][CH2:9][O:10][CH3:11])[CH:5]=[CH:4][C:3]=1[C:12]1[C:13]([CH2:25][OH:26])=[C:14]2[C:19](=[CH:20][CH:21]=1)[NH:18][C:17]([CH3:23])([CH3:22])[CH:16]=[C:15]2[CH3:24].CI.[C:29](=O)([O-])[O-].[K+].[K+]. Given the product [OH:26][CH2:25][C:13]1[C:12]([C:3]2[CH:4]=[CH:5][C:6]([O:8][CH2:9][O:10][CH3:11])=[CH:7][C:2]=2[O:1][CH3:29])=[CH:21][CH:20]=[C:19]2[C:14]=1[C:15]([CH3:24])=[CH:16][C:17]([CH3:23])([CH3:22])[NH:18]2, predict the reactants needed to synthesize it. (4) The reactants are: C(OCCOC1C=CC([C:15]2[CH:16]=[CH:17][C:18]3[N:24](CC(C)C)[CH2:23][CH2:22][C:21]([C:29](O)=[O:30])=[CH:20][C:19]=3[CH:32]=2)=CC=1)CCC.C[N:34](C=O)C.S(Cl)(Cl)=O. Given the product [NH:24]1[C:18]2[CH:17]=[CH:16][CH:15]=[CH:32][C:19]=2[CH:20]=[C:21]([C:29]([NH2:34])=[O:30])[CH2:22][CH2:23]1, predict the reactants needed to synthesize it. (5) Given the product [NH2:28][C:27]1[N:9]([C:10]2[CH:11]=[CH:12][C:13](=[O:16])[NH:14][CH:15]=2)[N:8]=[C:25]([C:24]([CH3:31])([CH3:30])[CH3:23])[CH:26]=1, predict the reactants needed to synthesize it. The reactants are: C1(C(C2C=CC=CC=2)=[N:8][NH:9][C:10]2[CH:11]=[CH:12][C:13](=[O:16])[NH:14][CH:15]=2)C=CC=CC=1.[CH3:23][C:24]([CH3:31])([CH3:30])[C:25](=O)[CH2:26][C:27]#[N:28].Cl. (6) The reactants are: Cl[C:2]1[C:11]([C:12]2[CH:17]=[CH:16][CH:15]=[CH:14][CH:13]=2)=[C:10]([Cl:18])[C:9]2[C:4](=[CH:5][CH:6]=[C:7]([C:19]([C:31]3[N:35]([CH3:36])[CH:34]=[N:33][CH:32]=3)([C:21]3[CH:22]=[N:23][C:24]([C:27]([F:30])([F:29])[F:28])=[CH:25][CH:26]=3)[OH:20])[CH:8]=2)[N:3]=1.Cl.[CH3:38][NH:39][O:40][CH3:41]. Given the product [Cl:18][C:10]1[C:9]2[C:4](=[CH:5][CH:6]=[C:7]([C:19]([C:31]3[N:35]([CH3:36])[CH:34]=[N:33][CH:32]=3)([C:21]3[CH:22]=[N:23][C:24]([C:27]([F:30])([F:28])[F:29])=[CH:25][CH:26]=3)[OH:20])[CH:8]=2)[N:3]=[C:2]([N:39]([O:40][CH3:41])[CH3:38])[C:11]=1[C:12]1[CH:17]=[CH:16][CH:15]=[CH:14][CH:13]=1, predict the reactants needed to synthesize it. (7) Given the product [Br:1][C:2]1[CH:3]=[C:4]([CH2:9][O:10][Si:11]([CH:15]([CH3:17])[CH3:16])([CH:18]([CH3:20])[CH3:19])[CH:12]([CH3:13])[CH3:14])[C:5]([NH:8][CH:24]=[N:22][OH:31])=[N:6][CH:7]=1, predict the reactants needed to synthesize it. The reactants are: [Br:1][C:2]1[CH:3]=[C:4]([CH2:9][O:10][Si:11]([CH:18]([CH3:20])[CH3:19])([CH:15]([CH3:17])[CH3:16])[CH:12]([CH3:14])[CH3:13])[C:5]([NH2:8])=[N:6][CH:7]=1.C[N:22]([CH:24](OC)OC)C.Cl.N[OH:31].